From a dataset of Forward reaction prediction with 1.9M reactions from USPTO patents (1976-2016). Predict the product of the given reaction. Given the reactants [C:1]12([NH2:12])[CH2:10][CH:5]3[CH2:6][CH:7]([CH2:9][C:3]([NH2:11])([CH2:4]3)[CH2:2]1)[CH2:8]2.CCN(C(C)C)C(C)C.[CH3:22][N:23]1[CH:27]=[CH:26][C:25]([C:28]([OH:30])=O)=[N:24]1.[CH3:31][C:32]1[N:33]=[CH:34][C:35]([C:38](O)=[O:39])=[N:36][CH:37]=1.F[P-](F)(F)(F)(F)F.N1(O[P+](N2CCCC2)(N2CCCC2)N2CCCC2)C2C=CC=CC=2N=N1, predict the reaction product. The product is: [CH3:22][N:23]1[CH:27]=[CH:26][C:25]([C:28]([NH:12][C:1]23[CH2:10][CH:5]4[CH2:6][CH:7]([CH2:9][C:3]([NH:11][C:38]([C:35]5[CH:34]=[N:33][C:32]([CH3:31])=[CH:37][N:36]=5)=[O:39])([CH2:4]4)[CH2:2]2)[CH2:8]3)=[O:30])=[N:24]1.